Dataset: Catalyst prediction with 721,799 reactions and 888 catalyst types from USPTO. Task: Predict which catalyst facilitates the given reaction. (1) Reactant: [CH3:1][N:2]1[C:10]2[C:5](=[CH:6][C:7]([O:11][C:12]3[C:17]([CH2:18][NH2:19])=[CH:16][CH:15]=[CH:14][N:13]=3)=[CH:8][CH:9]=2)[CH:4]=[N:3]1.ClC(Cl)(Cl)C[O:23][C:24](=O)[NH:25][C:26]1[N:27]([C:35]2[CH:40]=[CH:39][C:38]([CH3:41])=[CH:37][CH:36]=2)[N:28]=[C:29]([C:31]([CH3:34])([CH3:33])[CH3:32])[CH:30]=1.CCN(C(C)C)C(C)C. Product: [C:31]([C:29]1[CH:30]=[C:26]([NH:25][C:24]([NH:19][CH2:18][C:17]2[C:12]([O:11][C:7]3[CH:6]=[C:5]4[C:10](=[CH:9][CH:8]=3)[N:2]([CH3:1])[N:3]=[CH:4]4)=[N:13][CH:14]=[CH:15][CH:16]=2)=[O:23])[N:27]([C:35]2[CH:40]=[CH:39][C:38]([CH3:41])=[CH:37][CH:36]=2)[N:28]=1)([CH3:34])([CH3:32])[CH3:33]. The catalyst class is: 3. (2) Reactant: [Br:1][C:2]1[CH:7]=[CH:6][C:5]([S:8](Cl)(=[O:10])=[O:9])=[C:4]([CH3:12])[CH:3]=1.[NH2:13][C:14]1[C:15]([CH3:21])=[N:16][N:17]([CH3:20])[C:18]=1[CH3:19]. Product: [Br:1][C:2]1[CH:7]=[CH:6][C:5]([S:8]([NH:13][C:14]2[C:15]([CH3:21])=[N:16][N:17]([CH3:20])[C:18]=2[CH3:19])(=[O:10])=[O:9])=[C:4]([CH3:12])[CH:3]=1. The catalyst class is: 17. (3) Product: [CH2:1]([N:8]([CH2:16][CH:17]=[O:18])[C:9]([CH2:11][O:12][C:13](=[O:15])[CH3:14])=[O:10])[C:2]1[CH:3]=[CH:4][CH:5]=[CH:6][CH:7]=1. The catalyst class is: 13. Reactant: [CH2:1]([N:8]([CH2:16][CH2:17][OH:18])[C:9]([CH2:11][O:12][C:13](=[O:15])[CH3:14])=[O:10])[C:2]1[CH:7]=[CH:6][CH:5]=[CH:4][CH:3]=1.CS(C)=O.C(N(CC)C(C)C)(C)C.N1C=CC=CC=1. (4) Reactant: [CH2:1]1[C:9]2[C:4](=[CH:5][C:6]([CH2:10][C:11]([NH:13][C@H:14]3[CH2:19][C:18]4[CH:20]=[CH:21][CH:22]=[C:23]([C:24]([OH:26])=[O:25])[C:17]=4[O:16][B:15]3[OH:27])=[O:12])=[CH:7][CH:8]=2)[CH2:3][NH:2]1. Product: [CH2:3]([O:25][C:24]([C:23]1[C:17]2[O:16][B:15]([OH:27])[C@@H:14]([NH:13][C:11](=[O:12])[CH2:10][C:6]3[CH:5]=[C:4]4[C:9](=[CH:8][CH:7]=3)[CH2:1][NH:2][CH2:3]4)[CH2:19][C:18]=2[CH:20]=[CH:21][CH:22]=1)=[O:26])[CH2:4][CH2:5][CH3:6]. The catalyst class is: 51. (5) Reactant: [CH3:1][O:2][C:3]1[CH:8]=[CH:7][CH:6]=[CH:5][C:4]=1[CH2:9][N:10]1[C:15](=[O:16])[CH2:14][C:13](=[O:17])[N:12]([CH2:18][C:19]2[CH:24]=[CH:23][CH:22]=[CH:21][C:20]=2[O:25][CH3:26])[C:11]1=[O:27].C(N(C(C)C)CC)(C)C.[N:37]([CH2:40][C:41]([O:43]CC)=[O:42])=[C:38]=[O:39]. Product: [OH:17][C:13]1[N:12]([CH2:18][C:19]2[CH:24]=[CH:23][CH:22]=[CH:21][C:20]=2[O:25][CH3:26])[C:11](=[O:27])[N:10]([CH2:9][C:4]2[CH:5]=[CH:6][CH:7]=[CH:8][C:3]=2[O:2][CH3:1])[C:15](=[O:16])[C:14]=1[C:38]([NH:37][CH2:40][C:41]([OH:43])=[O:42])=[O:39]. The catalyst class is: 4. (6) Reactant: [Cl:1][C:2]1[CH:3]=[C:4]([NH:16][C:17]2[C:26]3[C:21](=[CH:22][C:23]([O:38][CH2:39][CH3:40])=[C:24]([NH:27][C:28](=[O:37])/[CH:29]=[CH:30]/[C@H:31]4[CH2:35][CH2:34][CH2:33][N:32]4[CH3:36])[CH:25]=3)[N:20]=[CH:19][C:18]=2[C:41]#[N:42])[CH:5]=[CH:6][C:7]=1[O:8][CH2:9][C:10]1[CH:15]=[CH:14][CH:13]=[CH:12][N:11]=1.[CH3:43][S:44]([OH:47])(=[O:46])=[O:45].C(OCC)C. Product: [CH3:43][S:44]([OH:47])(=[O:46])=[O:45].[Cl:1][C:2]1[CH:3]=[C:4]([NH:16][C:17]2[C:26]3[C:21](=[CH:22][C:23]([O:38][CH2:39][CH3:40])=[C:24]([NH:27][C:28](=[O:37])/[CH:29]=[CH:30]/[C@H:31]4[CH2:35][CH2:34][CH2:33][N:32]4[CH3:36])[CH:25]=3)[N:20]=[CH:19][C:18]=2[C:41]#[N:42])[CH:5]=[CH:6][C:7]=1[O:8][CH2:9][C:10]1[CH:15]=[CH:14][CH:13]=[CH:12][N:11]=1. The catalyst class is: 8. (7) Reactant: [C:1]([C:3]1[CH:19]=[CH:18][C:6]([CH2:7][O:8][C@@H:9]2[CH2:12][C@H:11]([C:13]([O:15]CC)=[O:14])[CH2:10]2)=[CH:5][CH:4]=1)#[N:2].[OH-].[Na+]. Product: [C:1]([C:3]1[CH:4]=[CH:5][C:6]([CH2:7][O:8][C@@H:9]2[CH2:12][C@H:11]([C:13]([OH:15])=[O:14])[CH2:10]2)=[CH:18][CH:19]=1)#[N:2]. The catalyst class is: 12. (8) Reactant: [C:1]1([CH:7]2[NH:12][CH2:11][CH2:10][N:9]([C:13]([O:15][C:16]([CH3:19])([CH3:18])[CH3:17])=[O:14])[CH2:8]2)[CH:6]=[CH:5][CH:4]=[CH:3][CH:2]=1.Cl[C:21]([O:23][CH2:24][C:25]1[CH:30]=[CH:29][CH:28]=[CH:27][CH:26]=1)=[O:22].C(N(C(C)C)CC)(C)C. Product: [C:1]1([CH:7]2[CH2:8][N:9]([C:13]([O:15][C:16]([CH3:19])([CH3:18])[CH3:17])=[O:14])[CH2:10][CH2:11][N:12]2[C:21]([O:23][CH2:24][C:25]2[CH:30]=[CH:29][CH:28]=[CH:27][CH:26]=2)=[O:22])[CH:2]=[CH:3][CH:4]=[CH:5][CH:6]=1. The catalyst class is: 155. (9) Reactant: C(OC(=O)[NH:7][CH2:8][CH:9]([O:20][Si:21]([C:24]([CH3:27])([CH3:26])[CH3:25])([CH3:23])[CH3:22])[CH2:10][C:11]([C:13]1[CH:18]=[CH:17][CH:16]=[CH:15][C:14]=1[Cl:19])=O)(C)(C)C.N1C=CC=CC=1.I[Si](C)(C)C.C(O[BH-](OC(=O)C)OC(=O)C)(=O)C.[Na+]. Product: [C:24]([Si:21]([CH3:23])([CH3:22])[O:20][CH:9]1[CH2:8][NH:7][CH:11]([C:13]2[CH:18]=[CH:17][CH:16]=[CH:15][C:14]=2[Cl:19])[CH2:10]1)([CH3:27])([CH3:26])[CH3:25]. The catalyst class is: 290.